This data is from Full USPTO retrosynthesis dataset with 1.9M reactions from patents (1976-2016). The task is: Predict the reactants needed to synthesize the given product. The reactants are: [N:1]1([C@@H:7]2[CH2:12][CH2:11][C@H:10]([NH:13][CH:14]3[C:23]4[N:22]=[CH:21][CH:20]=[CH:19][C:18]=4[CH2:17][CH2:16][CH2:15]3)[CH2:9][CH2:8]2)[CH2:6][CH2:5][O:4][CH2:3][CH2:2]1.C(OC([N:31]1[C:35]2[CH:36]=[CH:37][CH:38]=[CH:39][C:34]=2[N:33]=[C:32]1[CH2:40]Cl)=O)(C)(C)C.C(N(CC)C(C)C)(C)C.[I-].[K+]. Given the product [NH:31]1[C:35]2[CH:36]=[CH:37][CH:38]=[CH:39][C:34]=2[N:33]=[C:32]1[CH2:40][N:13]([C@H:10]1[CH2:9][CH2:8][C@@H:7]([N:1]2[CH2:6][CH2:5][O:4][CH2:3][CH2:2]2)[CH2:12][CH2:11]1)[CH:14]1[C:23]2[N:22]=[CH:21][CH:20]=[CH:19][C:18]=2[CH2:17][CH2:16][CH2:15]1, predict the reactants needed to synthesize it.